This data is from Reaction yield outcomes from USPTO patents with 853,638 reactions. The task is: Predict the reaction yield, written as a fraction of the theoretical maximum amount of product (1.0 means a 100% yield; for example, 0.34 means a 34% yield). (1) The reactants are CC(O[C:6]([N:8](C)[CH2:9][CH2:10][CH2:11][NH:12][C:13](=[O:30])[C@H:14]([CH2:26][CH:27]([CH3:29])[CH3:28])[NH:15][C:16]([O:18][CH2:19][C:20]1[CH:25]=[CH:24][CH:23]=[CH:22][CH:21]=1)=[O:17])=O)(C)C.Cl.O1CCOCC1. The catalyst is CO. The product is [CH3:6][NH:8][CH2:9][CH2:10][CH2:11][NH:12][C:13](=[O:30])[C@H:14]([CH2:26][CH:27]([CH3:28])[CH3:29])[NH:15][C:16]([O:18][CH2:19][C:20]1[CH:21]=[CH:22][CH:23]=[CH:24][CH:25]=1)=[O:17]. The yield is 1.00. (2) The reactants are [CH2:1]([O:3][C:4]([C:6]1[N:7]([CH3:24])[C:8]([CH2:22][CH3:23])=[C:9]([C:20]#[N:21])[C:10]=1B1OC(C)(C)C(C)(C)O1)=[O:5])[CH3:2].Br[C:26]1[CH:31]=[CH:30][C:29]([N:32]([CH3:42])[CH2:33][CH2:34][NH:35][S:36]([CH:39]([CH3:41])[CH3:40])(=[O:38])=[O:37])=[CH:28][CH:27]=1.C(=O)([O-])[O-].[Na+].[Na+].C(Cl)Cl. No catalyst specified. The product is [CH2:1]([O:3][C:4]([C:6]1[N:7]([CH3:24])[C:8]([CH2:22][CH3:23])=[C:9]([C:20]#[N:21])[C:10]=1[C:26]1[CH:27]=[CH:28][C:29]([N:32]([CH3:42])[CH2:33][CH2:34][NH:35][S:36]([CH:39]([CH3:40])[CH3:41])(=[O:37])=[O:38])=[CH:30][CH:31]=1)=[O:5])[CH3:2]. The yield is 0.550. (3) The reactants are [CH:1]([C:3]1[N:4]([C:8]2[CH:15]=[CH:14][C:11]([C:12]#[N:13])=[CH:10][C:9]=2[CH3:16])[CH:5]=[CH:6][CH:7]=1)=O.[C:17]([O:23][CH2:24][CH3:25])(=[O:22])[CH2:18]C([O-])=O.[K+].CC(O)=O.N1CCCCC1. The catalyst is CN(C1C=CN=CC=1)C.CN(C=O)C.O. The product is [C:12]([C:11]1[CH:14]=[CH:15][C:8]([N:4]2[CH:5]=[CH:6][CH:7]=[C:3]2[CH:1]=[CH:18][C:17]([O:23][CH2:24][CH3:25])=[O:22])=[C:9]([CH3:16])[CH:10]=1)#[N:13]. The yield is 0.670. (4) The reactants are [S:1]1[CH:5]=[CH:4][C:3]([C:6]2[C:11]([O:12][CH2:13][C:14]([O:16]C)=O)=[CH:10][CH:9]=[CH:8][N:7]=2)=[CH:2]1.[NH2:18][NH2:19]. The catalyst is CCO. The product is [S:1]1[CH:5]=[CH:4][C:3]([C:6]2[C:11]([O:12][CH2:13][C:14]([NH:18][NH2:19])=[O:16])=[CH:10][CH:9]=[CH:8][N:7]=2)=[CH:2]1. The yield is 1.00. (5) The reactants are [CH2:1]([NH:5][C@:6]12[CH2:41][CH2:40][C@@H:39]([C:42]([CH3:44])=[CH2:43])[C@@H:7]1[C@@H:8]1[C@@:21]([CH3:24])([CH2:22][CH2:23]2)[C@@:20]2([CH3:25])[C@@H:11]([C@:12]3([CH3:38])[C@@H:17]([CH2:18][CH2:19]2)[C:16]([CH3:27])([CH3:26])[C:15]([C:28]2[CH:37]=[CH:36][C:31]([C:32]([O:34]C)=[O:33])=[CH:30][CH:29]=2)=[CH:14][CH2:13]3)[CH2:10][CH2:9]1)[CH:2]([CH3:4])[CH3:3].[OH-].[Na+]. The catalyst is O1CCOCC1.CO. The product is [CH2:1]([NH:5][C@:6]12[CH2:41][CH2:40][C@@H:39]([C:42]([CH3:44])=[CH2:43])[C@@H:7]1[C@@H:8]1[C@@:21]([CH3:24])([CH2:22][CH2:23]2)[C@@:20]2([CH3:25])[C@@H:11]([C@:12]3([CH3:38])[C@@H:17]([CH2:18][CH2:19]2)[C:16]([CH3:26])([CH3:27])[C:15]([C:28]2[CH:29]=[CH:30][C:31]([C:32]([OH:34])=[O:33])=[CH:36][CH:37]=2)=[CH:14][CH2:13]3)[CH2:10][CH2:9]1)[CH:2]([CH3:4])[CH3:3]. The yield is 0.471. (6) The reactants are C[O-].[Na+].[CH3:4][C:5]1[O:9][C:8]([C:10]#[N:11])=[CH:7][CH:6]=1.[Cl-].[NH4+:13]. The catalyst is CO. The product is [CH3:4][C:5]1[O:9][C:8]([C:10]([NH2:13])=[NH:11])=[CH:7][CH:6]=1. The yield is 0.870. (7) The reactants are [N+:1]([C:4]1[CH:12]=[C:11]2[C:7]([CH:8]=[N:9][NH:10]2)=[CH:6][CH:5]=1)([O-])=O. The catalyst is CO.[Pd]. The product is [NH:10]1[C:11]2[C:7](=[CH:6][CH:5]=[C:4]([NH2:1])[CH:12]=2)[CH:8]=[N:9]1. The yield is 0.940. (8) The reactants are Br[C:2]1[C:3]([O:18][CH:19]2[CH2:22][CH2:21][CH2:20]2)=[C:4]2[C:9](=[CH:10][CH:11]=1)[N:8]([C:12]([CH:14]1[CH2:16][CH2:15]1)=[O:13])[C@@H:7]([CH3:17])[CH2:6][CH2:5]2.[NH:23]1[CH:27]=[CH:26][CH:25]=[N:24]1.CN[C@@H]1CCCC[C@H]1NC.C(=O)([O-])[O-].[K+].[K+]. The catalyst is O1CCOCC1.[Cu]I.C(OCC)(=O)C. The product is [CH:19]1([O:18][C:3]2[C:2]([N:23]3[CH:27]=[CH:26][CH:25]=[N:24]3)=[CH:11][CH:10]=[C:9]3[C:4]=2[CH2:5][CH2:6][C@H:7]([CH3:17])[N:8]3[C:12]([CH:14]2[CH2:16][CH2:15]2)=[O:13])[CH2:22][CH2:21][CH2:20]1. The yield is 0.130.